From a dataset of HIV replication inhibition screening data with 41,000+ compounds from the AIDS Antiviral Screen. Binary Classification. Given a drug SMILES string, predict its activity (active/inactive) in a high-throughput screening assay against a specified biological target. The compound is NC(CCCCCP(=O)(O)O)C(=O)O. The result is 0 (inactive).